This data is from Experimentally validated miRNA-target interactions with 360,000+ pairs, plus equal number of negative samples. The task is: Binary Classification. Given a miRNA mature sequence and a target amino acid sequence, predict their likelihood of interaction. (1) The miRNA is hsa-miR-642a-3p with sequence AGACACAUUUGGAGAGGGAACC. The protein sequence of the target gene is MGPPSASPHRECIPWQGLLLTASLLNFWNPPTTAKLTIESMPLSVAEGKEVLLLVHNLPQHLFGYSWYKGERVDGNSLIVGYVIGTQQATPGAAYSGRETIYTNASLLIQNVTQNDIGFYTLQVIKSDLVNEEATGQFHVYQENAPGLPVGAVAGIVTGVLVGVALVAALVCFLLLAKTGRTSIQRDLKEQQPQALAPGRGPSHSSAFSMSPLSTAQAPLPNPRTAASIYEELLKHDTNIYCRMDHKAEVAS. Result: 0 (no interaction). (2) The miRNA is mmu-miR-30b-3p with sequence CUGGGAUGUGGAUGUUUACGUC. The protein sequence of the target gene is MENLMTSSTLPPLFADEDGSKESNDLATTGLNHPEVPYSSGATSSTNNPEFVEDLSQGQLLQSESSNAAEGNEQRHEDEQRSKRGGWSKGRKRKKPLRDSNAPKSPLTGYVRFMNERREQLRAKRPEVPFPEITRMLGNEWSKLPPEEKQRYLDEADRDKERYMKELEQYQKTEAYKVFSRKTQDRQKGKSHRQDAARQATHDHEKETEVKERSVFDIPIFTEEFLNHSKAREAELRQLRKSNMEFEERNAALQKHVESMRTAVEKLEVDVIQERSRNTVLQQHLETLRQVLTSSFASMP.... Result: 0 (no interaction).